This data is from Full USPTO retrosynthesis dataset with 1.9M reactions from patents (1976-2016). The task is: Predict the reactants needed to synthesize the given product. Given the product [CH3:23][C:22]([CH3:24])=[CH:21][CH2:20][C:4]([CH2:3][C:2]([F:18])([F:1])[C:9]([F:16])([F:17])[C:10]([F:14])([F:15])[CH:11]([F:13])[F:12])([C:7]#[N:8])[C:5]#[N:6], predict the reactants needed to synthesize it. The reactants are: [F:1][C:2]([F:18])([C:9]([F:17])([F:16])[C:10]([F:15])([F:14])[CH:11]([F:13])[F:12])[CH2:3][CH:4]([C:7]#[N:8])[C:5]#[N:6].Br[CH2:20][CH:21]=[C:22]([CH3:24])[CH3:23].C(=O)([O-])[O-].[K+].[K+].Cl.